This data is from Catalyst prediction with 721,799 reactions and 888 catalyst types from USPTO. The task is: Predict which catalyst facilitates the given reaction. (1) Reactant: [C:1]([O:5][C:6]([N:8]([CH3:14])[CH2:9][CH2:10][C:11]([OH:13])=O)=[O:7])([CH3:4])([CH3:3])[CH3:2].Cl.[CH3:16][NH:17][O:18][CH3:19].CN(C(ON1N=NC2C=CC=CC1=2)=[N+](C)C)C.F[P-](F)(F)(F)(F)F.C(N(CC)CC)C. Product: [CH3:19][O:18][N:17]([CH3:16])[C:11](=[O:13])[CH2:10][CH2:9][N:8]([CH3:14])[C:6](=[O:7])[O:5][C:1]([CH3:2])([CH3:3])[CH3:4]. The catalyst class is: 3. (2) Reactant: [Cl:1][C:2]1[S:6][C:5]([C:7]2[N:8]=[C:9]([N:16]3[C:24]4[C:19](=[CH:20][CH:21]=[C:22]([O:25][CH2:26][C:27]([O:29]CC)=[O:28])[CH:23]=4)[CH2:18][CH2:17]3)[C:10]3[CH2:15][S:14][CH2:13][C:11]=3[N:12]=2)=[CH:4][CH:3]=1.[OH-].[Na+].O1CCOCC1. Product: [Cl:1][C:2]1[S:6][C:5]([C:7]2[N:8]=[C:9]([N:16]3[C:24]4[C:19](=[CH:20][CH:21]=[C:22]([O:25][CH2:26][C:27]([OH:29])=[O:28])[CH:23]=4)[CH2:18][CH2:17]3)[C:10]3[CH2:15][S:14][CH2:13][C:11]=3[N:12]=2)=[CH:4][CH:3]=1. The catalyst class is: 8.